From a dataset of Forward reaction prediction with 1.9M reactions from USPTO patents (1976-2016). Predict the product of the given reaction. (1) Given the reactants [Cl:1][C:2]1[CH:27]=[CH:26][C:5]([O:6][C:7]2[CH:12]=[CH:11][CH:10]=[CH:9][C:8]=2[NH:13][S:14]([C:17]2[CH:25]=[CH:24][C:20]([C:21]([OH:23])=O)=[CH:19][CH:18]=2)(=[O:16])=[O:15])=[C:4]([O:28][CH3:29])[CH:3]=1.[N:30]1[CH:35]=[CH:34][CH:33]=[N:32][C:31]=1[N:36]1[CH2:41][CH2:40][N:39]([CH2:42][CH2:43][NH2:44])[CH2:38][CH2:37]1, predict the reaction product. The product is: [Cl:1][C:2]1[CH:27]=[CH:26][C:5]([O:6][C:7]2[CH:12]=[CH:11][CH:10]=[CH:9][C:8]=2[NH:13][S:14]([C:17]2[CH:18]=[CH:19][C:20]([C:21]([NH:44][CH2:43][CH2:42][N:39]3[CH2:38][CH2:37][N:36]([C:31]4[N:30]=[CH:35][CH:34]=[CH:33][N:32]=4)[CH2:41][CH2:40]3)=[O:23])=[CH:24][CH:25]=2)(=[O:16])=[O:15])=[C:4]([O:28][CH3:29])[CH:3]=1. (2) Given the reactants [NH2:1][C:2]1[S:6][N:5]=[C:4]([CH3:7])[C:3]=1[C:8]#[N:9].[C:10](Cl)(=[O:15])[CH2:11][CH:12]([CH3:14])[CH3:13], predict the reaction product. The product is: [C:8]([C:3]1[C:4]([CH3:7])=[N:5][S:6][C:2]=1[NH:1][C:10](=[O:15])[CH2:11][CH:12]([CH3:14])[CH3:13])#[N:9]. (3) Given the reactants [CH3:1][N:2]1[CH2:7][CH2:6][N:5]([C:8]([O:10][C@@H:11]2[N:20]([C:21]3[CH:22]=[CH:23][C:24]([Cl:27])=[CH:25][N:26]=3)[C:18](=[O:19])[C:13]3[N:14]=[CH:15][CH:16]=[N:17][C:12]2=3)=[O:9])[CH2:4][CH2:3]1.[C:28]([OH:38])(=[O:37])[C@@H:29]([C:31]1[CH:36]=[CH:35][CH:34]=[CH:33][CH:32]=1)[OH:30], predict the reaction product. The product is: [CH3:1][N:2]1[CH2:7][CH2:6][N:5]([C:8]([O:10][C@@H:11]2[N:20]([C:21]3[CH:22]=[CH:23][C:24]([Cl:27])=[CH:25][N:26]=3)[C:18](=[O:19])[C:13]3[N:14]=[CH:15][CH:16]=[N:17][C:12]2=3)=[O:9])[CH2:4][CH2:3]1.[C:28]([O-:38])(=[O:37])[C@@H:29]([C:31]1[CH:36]=[CH:35][CH:34]=[CH:33][CH:32]=1)[OH:30]. (4) Given the reactants [CH3:1][C:2]([N+:21]([O-])=O)([CH3:20])[CH2:3][CH2:4][NH:5][C:6]1[N:11]=[C:10]([C:12]([O:14][CH2:15][CH3:16])=[O:13])[CH:9]=[CH:8][C:7]=1[N+:17]([O-])=O.[CH3:24]O.[H][H], predict the reaction product. The product is: [NH2:21][C:2]([CH3:20])([CH3:1])[CH2:3][CH2:4][N:5]1[C:6]2=[N:11][C:10]([C:12]([O:14][CH2:15][CH3:16])=[O:13])=[CH:9][CH:8]=[C:7]2[N:17]=[CH:24]1. (5) Given the reactants [Cl:1][C:2]1[CH:20]=[CH:19][C:5]2[CH:6](Cl)[C:7]3[CH:17]=[CH:16][CH:15]=[CH:14][C:8]=3[N:9]([CH3:13])[S:10](=[O:12])(=[O:11])[C:4]=2[CH:3]=1.[CH2:21]([CH2:23][NH2:24])[OH:22], predict the reaction product. The product is: [Cl:1][C:2]1[CH:20]=[CH:19][C:5]2[CH:6]([NH:24][CH2:23][CH2:21][OH:22])[C:7]3[CH:17]=[CH:16][CH:15]=[CH:14][C:8]=3[N:9]([CH3:13])[S:10](=[O:12])(=[O:11])[C:4]=2[CH:3]=1. (6) Given the reactants [CH3:1][C:2]1[C:7]([CH2:8][OH:9])=[CH:6][CH:5]=[CH:4][N:3]=1.C(N(CC)CC)C.[CH3:17][S:18](Cl)(=[O:20])=[O:19], predict the reaction product. The product is: [CH3:17][S:18]([O:9][CH2:8][C:7]1[C:2]([CH3:1])=[N:3][CH:4]=[CH:5][CH:6]=1)(=[O:20])=[O:19]. (7) Given the reactants [C:1]([C:3]1[CH:7]=[N:6][NH:5][C:4]=1[NH2:8])#[N:2].CN(C)[CH:11]=[CH:12][C:13]([C:15]1[CH:16]=[C:17]([N:21]([CH2:26][CH3:27])[S:22]([CH3:25])(=[O:24])=[O:23])[CH:18]=[CH:19][CH:20]=1)=O.C(OCC)(=O)C, predict the reaction product. The product is: [C:1]([C:3]1[CH:7]=[N:6][N:5]2[C:13]([C:15]3[CH:16]=[C:17]([N:21]([CH2:26][CH3:27])[S:22]([CH3:25])(=[O:24])=[O:23])[CH:18]=[CH:19][CH:20]=3)=[CH:12][CH:11]=[N:8][C:4]=12)#[N:2]. (8) Given the reactants [C:1]([O:5][C:6]([N:8]1[CH:12]([C:13]2[C:17]3[N:18]=[CH:19][NH:20][C:21](=[O:22])[C:16]=3[NH:15][CH:14]=2)[CH:11]([OH:23])[CH:10]([OH:24])[CH:9]1[CH2:25][OH:26])=[O:7])([CH3:4])([CH3:3])[CH3:2].[C:27](Cl)(=[O:34])[C:28]1[CH:33]=[CH:32][CH:31]=[CH:30][CH:29]=1.[C:36]([O-:39])(O)=O.[Na+].C([O:44][CH2:45][CH3:46])(=O)C.N1[CH:52]=[CH:51][CH:50]=[CH:49][CH:48]=1, predict the reaction product. The product is: [C:1]([O:5][C:6]([N:8]1[CH:12]([C:13]2[C:17]3[N:18]=[CH:19][NH:20][C:21](=[O:22])[C:16]=3[NH:15][CH:14]=2)[CH:11]([O:23][C:27](=[O:34])[C:28]2[CH:33]=[CH:32][CH:31]=[CH:30][CH:29]=2)[CH:10]([O:24][C:45](=[O:44])[C:46]2[CH:52]=[CH:51][CH:50]=[CH:49][CH:48]=2)[CH:9]1[CH2:25][O:26][C:36](=[O:39])[C:28]1[CH:33]=[CH:32][CH:31]=[CH:30][CH:29]=1)=[O:7])([CH3:4])([CH3:3])[CH3:2]. (9) Given the reactants [CH3:1][N:2]([CH3:27])[C:3]1[CH:8]=[CH:7][C:6](/[CH:9]=[CH:10]/[C:11](=[O:26])[CH2:12][C:13](=[O:25])/[CH:14]=[CH:15]/[C:16]2[CH:21]=[CH:20][C:19]([OH:22])=[C:18]([O:23][CH3:24])[CH:17]=2)=[CH:5][CH:4]=1, predict the reaction product. The product is: [CH3:27][N:2]([CH3:1])[C:3]1[CH:8]=[CH:7][C:6]([CH2:9][CH2:10][C:11](=[O:26])[CH2:12][C:13](=[O:25])[CH2:14][CH2:15][C:16]2[CH:21]=[CH:20][C:19]([OH:22])=[C:18]([O:23][CH3:24])[CH:17]=2)=[CH:5][CH:4]=1. (10) Given the reactants [C:1]1([S:7]([N:10]2[C:14]3=[N:15][CH:16]=[C:17]([C:19](C)(C)[O:20][SiH2]C(C)(C)C)[CH:18]=[C:13]3[C:12]([C:28]3[CH:29]=[C:30]([CH:51]=[CH:52][CH:53]=3)[CH2:31][NH:32][C:33]([C:35]3[C:36](=[O:50])[N:37]([CH2:41][C:42]4[CH:47]=[CH:46][C:45]([F:48])=[C:44]([F:49])[CH:43]=4)[CH:38]=[CH:39][CH:40]=3)=[O:34])=[CH:11]2)(=[O:9])=[O:8])[CH:6]=[CH:5][CH:4]=[CH:3][CH:2]=1.Cl.O, predict the reaction product. The product is: [C:1]1([S:7]([N:10]2[C:14]3=[N:15][CH:16]=[C:17]([CH2:19][OH:20])[CH:18]=[C:13]3[C:12]([C:28]3[CH:29]=[C:30]([CH:51]=[CH:52][CH:53]=3)[CH2:31][NH:32][C:33]([C:35]3[C:36](=[O:50])[N:37]([CH2:41][C:42]4[CH:47]=[CH:46][C:45]([F:48])=[C:44]([F:49])[CH:43]=4)[CH:38]=[CH:39][CH:40]=3)=[O:34])=[CH:11]2)(=[O:8])=[O:9])[CH:2]=[CH:3][CH:4]=[CH:5][CH:6]=1.